Dataset: Forward reaction prediction with 1.9M reactions from USPTO patents (1976-2016). Task: Predict the product of the given reaction. (1) Given the reactants [Cl:1][C:2]1[C:7]([Cl:8])=[CH:6][CH:5]=[CH:4][C:3]=1[NH:9][C:10](=[O:17])OCC(Cl)(Cl)Cl.[F:18][C:19]1[CH:24]=[CH:23][CH:22]=[CH:21][C:20]=1[C:25]1[CH:29]=[C:28]([NH2:30])[NH:27][N:26]=1.O, predict the reaction product. The product is: [Cl:1][C:2]1[C:7]([Cl:8])=[CH:6][CH:5]=[CH:4][C:3]=1[NH:9][C:10]([NH:30][C:28]1[NH:27][N:26]=[C:25]([C:20]2[CH:21]=[CH:22][CH:23]=[CH:24][C:19]=2[F:18])[CH:29]=1)=[O:17]. (2) Given the reactants O.[OH-].[Li+].[C:4]([O:8][C:9]([NH:11][CH2:12][C:13]1([C:26]([O:28]CC)=[O:27])[CH2:18][CH2:17][N:16]([C:19]([O:21][C:22]([CH3:25])([CH3:24])[CH3:23])=[O:20])[CH2:15][CH2:14]1)=[O:10])([CH3:7])([CH3:6])[CH3:5], predict the reaction product. The product is: [C:22]([O:21][C:19]([N:16]1[CH2:17][CH2:18][C:13]([CH2:12][NH:11][C:9]([O:8][C:4]([CH3:7])([CH3:6])[CH3:5])=[O:10])([C:26]([OH:28])=[O:27])[CH2:14][CH2:15]1)=[O:20])([CH3:24])([CH3:25])[CH3:23].